This data is from Full USPTO retrosynthesis dataset with 1.9M reactions from patents (1976-2016). The task is: Predict the reactants needed to synthesize the given product. (1) Given the product [C:1]([NH:4][C:5]1[CH:6]=[CH:7][C:8]2[C:17]([CH:18]=1)=[N:16][C:15]1[C:10](=[CH:11][CH:12]=[C:13]([NH2:19])[CH:14]=1)[C:9]=2[NH2:22])(=[O:3])[CH3:2], predict the reactants needed to synthesize it. The reactants are: [C:1]([NH:4][C:5]1[CH:6]=[CH:7][C:8]2[C:17]([CH:18]=1)=[N:16][C:15]1[C:10](=[CH:11][CH:12]=[C:13]([N+:19]([O-])=O)[CH:14]=1)[C:9]=2[NH2:22])(=[O:3])[CH3:2].C(OCC)(=O)C.CO.C([O-])=O.[NH4+]. (2) Given the product [Br:9][C:6]1[N:7]=[CH:8][C:3]([CH:1]=[O:20])=[N:4][CH:5]=1, predict the reactants needed to synthesize it. The reactants are: [C:1]([C:3]1[N:4]=[CH:5][C:6]([Br:9])=[N:7][CH:8]=1)#N.[H-].C([Al+]CC(C)C)C(C)C.[OH:20]S(O)(=O)=O. (3) Given the product [Br:10][C:11]1[CH:16]=[C:15]([O:9][CH2:2][C:3]2[CH:8]=[CH:7][CH:6]=[CH:5][CH:4]=2)[CH:14]=[N:13][CH:12]=1, predict the reactants needed to synthesize it. The reactants are: [Na].[CH2:2]([OH:9])[C:3]1[CH:8]=[CH:7][CH:6]=[CH:5][CH:4]=1.[Br:10][C:11]1[CH:12]=[N:13][CH:14]=[C:15](Br)[CH:16]=1. (4) The reactants are: [C:1]([OH:13])(=[O:12])[CH2:2][C:3]([CH2:8][C:9]([OH:11])=[O:10])([C:5]([OH:7])=[O:6])[OH:4].C(=O)([O-])[O-].[Ca+2:18]. Given the product [C:1]([O-:13])(=[O:12])[CH2:2][C:3]([CH2:8][C:9]([O-:11])=[O:10])([C:5]([O-:7])=[O:6])[OH:4].[Ca+2:18].[C:1]([O-:13])(=[O:12])[CH2:2][C:3]([CH2:8][C:9]([O-:11])=[O:10])([C:5]([O-:7])=[O:6])[OH:4].[Ca+2:18].[Ca+2:18], predict the reactants needed to synthesize it. (5) Given the product [CH:3]1[N:7]=[CH:6][N:5]([CH2:8][C:9]([P:11]([O-:14])([OH:13])=[O:12])([P:15]([O-:17])([OH:18])=[O:16])[OH:10])[CH:4]=1.[OH2:23].[OH2:1].[OH2:10].[OH2:10].[Na+:2].[Na+:2], predict the reactants needed to synthesize it. The reactants are: [OH-:1].[Na+:2].[CH:3]1[N:7]=[CH:6][N:5]([CH2:8][C:9]([P:15]([OH:18])([OH:17])=[O:16])([P:11]([OH:14])([OH:13])=[O:12])[OH:10])[CH:4]=1.CN(C=[O:23])C. (6) Given the product [N+:1]([C:4]1[CH:9]=[CH:8][C:7]([CH:10]2[CH2:11][CH2:12][N:13]([CH2:23][CH2:24][OH:25])[CH2:14][CH2:15]2)=[CH:6][CH:5]=1)([O-:3])=[O:2], predict the reactants needed to synthesize it. The reactants are: [N+:1]([C:4]1[CH:9]=[CH:8][C:7]([CH:10]2[CH2:15][CH2:14][NH:13][CH2:12][CH2:11]2)=[CH:6][CH:5]=1)([O-:3])=[O:2].C(=O)([O-])[O-].[K+].[K+].Br[CH2:23][CH2:24][OH:25]. (7) Given the product [CH2:1]([C:3]1[C:4]([C:27]2[CH:32]=[CH:31][CH:30]=[CH:29][CH:28]=2)=[C:5]([O:15][C:16]2[CH:21]=[CH:20][C:19](/[CH:22]=[CH:23]/[C:24]([OH:26])=[O:25])=[CH:18][CH:17]=2)[C:6]2[C:11]([CH:12]=1)=[CH:10][C:9]([OH:13])=[CH:8][CH:7]=2)[CH3:2], predict the reactants needed to synthesize it. The reactants are: [CH2:1]([C:3]1[C:4]([C:27]2[CH:32]=[CH:31][CH:30]=[CH:29][CH:28]=2)=[C:5]([O:15][C:16]2[CH:21]=[CH:20][C:19](/[CH:22]=[CH:23]/[C:24]([OH:26])=[O:25])=[CH:18][CH:17]=2)[C:6]2[C:11]([CH:12]=1)=[CH:10][C:9]([O:13]C)=[CH:8][CH:7]=2)[CH3:2].B(Br)(Br)Br. (8) Given the product [N:34]([C@H:23]([CH3:24])[CH2:22][CH2:21][CH2:20][CH2:19][N:16]1[C:17](=[O:18])[C:12]2[C:11](=[O:32])[CH:10]=[C:9]([CH3:33])[N:8]([CH2:1][C:2]3[CH:3]=[CH:4][CH:5]=[CH:6][CH:7]=3)[C:13]=2[N:14]([CH3:31])[C:15]1=[O:30])=[N+:35]=[N-:36], predict the reactants needed to synthesize it. The reactants are: [CH2:1]([N:8]1[C:13]2[N:14]([CH3:31])[C:15](=[O:30])[N:16]([CH2:19][CH2:20][CH2:21][CH2:22][C@@H:23](OS(C)(=O)=O)[CH3:24])[C:17](=[O:18])[C:12]=2[C:11](=[O:32])[CH:10]=[C:9]1[CH3:33])[C:2]1[CH:7]=[CH:6][CH:5]=[CH:4][CH:3]=1.[N-:34]=[N+:35]=[N-:36].[Na+].